This data is from Forward reaction prediction with 1.9M reactions from USPTO patents (1976-2016). The task is: Predict the product of the given reaction. (1) The product is: [Br:10][C:11]1[CH:16]=[CH:15][C:14]([CH:17]([C:2]2[CH:3]=[CH:4][CH:5]=[CH:6][C:1]=2[CH3:9])[CH2:18][C:19]([C:21]2[CH:26]=[CH:25][N:24]=[N:23][CH:22]=2)=[O:20])=[CH:13][CH:12]=1. Given the reactants [C:1]1([CH3:9])[CH:6]=[CH:5][CH:4]=[CH:3][C:2]=1[Mg]Br.[Br:10][C:11]1[CH:16]=[CH:15][C:14](/[CH:17]=[CH:18]/[C:19]([C:21]2[CH:26]=[CH:25][N:24]=[N:23][CH:22]=2)=[O:20])=[CH:13][CH:12]=1, predict the reaction product. (2) Given the reactants [C:1]([O:5][C:6](=[O:26])[NH:7][C:8]1([CH2:22][CH2:23][CH2:24][OH:25])[CH2:13][CH2:12][CH:11]([O:14][Si:15]([C:18]([CH3:21])([CH3:20])[CH3:19])([CH3:17])[CH3:16])[CH2:10][CH2:9]1)([CH3:4])([CH3:3])[CH3:2].[H-].[Na+].I[CH3:30].CO, predict the reaction product. The product is: [C:1]([O:5][C:6](=[O:26])[NH:7][C:8]1([CH2:22][CH2:23][CH2:24][O:25][CH3:30])[CH2:13][CH2:12][CH:11]([O:14][Si:15]([C:18]([CH3:19])([CH3:20])[CH3:21])([CH3:17])[CH3:16])[CH2:10][CH2:9]1)([CH3:4])([CH3:2])[CH3:3]. (3) The product is: [Cl:11][C:12]1[C:13]([N+:19]([O-:21])=[O:20])=[C:14]([CH:15]=[CH:16][CH:17]=1)[NH:3][C:4]1[CH:9]=[CH:8][CH:7]=[CH:6][C:5]=1[CH3:10]. Given the reactants [H-].[Na+].[NH2:3][C:4]1[C:5]([CH3:10])=[CH:6][CH:7]=[CH:8][CH:9]=1.[Cl:11][C:12]1[CH:17]=[CH:16][CH:15]=[C:14](Cl)[C:13]=1[N+:19]([O-:21])=[O:20].Cl, predict the reaction product. (4) The product is: [Br:16][C:17]1[CH:18]=[N:19][N:20]([C:22]2([CH3:1])[CH2:24][CH2:23]2)[CH:21]=1. Given the reactants [C:1](O)(C(F)(F)F)=O.[Zn](CC)CC.C(I)I.[Br:16][C:17]1[CH:18]=[N:19][N:20]([C:22]([CH3:24])=[CH2:23])[CH:21]=1, predict the reaction product. (5) Given the reactants Cl[C:2]1[N:10]=[C:9]2[C:5]([N:6]=[CH:7][N:8]2[C@@H:11]2[CH2:15][C@H:14]([N:16]3[N:20]=[N:19][C:18]([CH2:21][CH3:22])=[N:17]3)[C@@H:13]([OH:23])[C@H:12]2[OH:24])=[C:4]([NH:25][CH2:26][CH:27]([C:34]2[CH:39]=[CH:38][CH:37]=[CH:36][CH:35]=2)[C:28]2[CH:33]=[CH:32][CH:31]=[CH:30][CH:29]=2)[N:3]=1.CO[C:42]1[CH:47]=[CH:46][C:45](C(NC2N=C(C#CCCCC)N=C3C=2N=CN3[C@@H]2C[C@H](N3C=C(C)C=N3)[C@@H](O)[C@H]2O)[C:42]2[CH:47]=[CH:46][C:45](OC)=[CH:44][CH:43]=2)=[CH:44][CH:43]=1, predict the reaction product. The product is: [C:28]1([CH:27]([C:34]2[CH:35]=[CH:36][CH:37]=[CH:38][CH:39]=2)[CH2:26][NH:25][C:4]2[N:3]=[C:2]([C:47]#[C:42][CH2:43][CH2:44][CH2:45][CH3:46])[N:10]=[C:9]3[C:5]=2[N:6]=[CH:7][N:8]3[C@@H:11]2[CH2:15][C@H:14]([N:16]3[N:20]=[N:19][C:18]([CH2:21][CH3:22])=[N:17]3)[C@@H:13]([OH:23])[C@H:12]2[OH:24])[CH:29]=[CH:30][CH:31]=[CH:32][CH:33]=1. (6) Given the reactants [OH:1][CH:2]1[CH2:7][CH2:6][O:5][CH2:4][CH2:3]1.[H-].[Na+].Cl[C:11]1[CH:18]=[CH:17][C:14]([C:15]#[N:16])=[CH:13][CH:12]=1.CC(O)=O, predict the reaction product. The product is: [O:5]1[CH2:6][CH2:7][CH:2]([O:1][C:11]2[CH:18]=[CH:17][C:14]([C:15]#[N:16])=[CH:13][CH:12]=2)[CH2:3][CH2:4]1.